From a dataset of Reaction yield outcomes from USPTO patents with 853,638 reactions. Predict the reaction yield, written as a fraction of the theoretical maximum amount of product (1.0 means a 100% yield; for example, 0.34 means a 34% yield). The reactants are [CH3:1][S:2]([C:5]1[CH:10]=[CH:9][C:8]([C:11]2[N:16]=[CH:15][C:14]([O:17][CH2:18][CH:19]3[CH2:24][CH2:23][N:22]([C:25]([O:27][C:28](C)([CH3:30])[CH3:29])=[O:26])[CH2:21][CH2:20]3)=[CH:13][CH:12]=2)=[CH:7][CH:6]=1)(=[O:4])=[O:3].C(O)(C(F)(F)F)=O.ClC(OC(C)C)=O. The catalyst is C(Cl)Cl.CCOC(C)=O. The product is [CH3:1][S:2]([C:5]1[CH:10]=[CH:9][C:8]([C:11]2[N:16]=[CH:15][C:14]([O:17][CH2:18][CH:19]3[CH2:24][CH2:23][N:22]([C:25]([O:27][CH:28]([CH3:30])[CH3:29])=[O:26])[CH2:21][CH2:20]3)=[CH:13][CH:12]=2)=[CH:7][CH:6]=1)(=[O:3])=[O:4]. The yield is 0.930.